Dataset: Catalyst prediction with 721,799 reactions and 888 catalyst types from USPTO. Task: Predict which catalyst facilitates the given reaction. (1) The catalyst class is: 3. Reactant: [Br:1][C:2]1[N:7]=[CH:6][C:5]([N:8]2[CH2:12][C:11]([CH3:14])([CH3:13])[NH:10][C:9]2=[O:15])=[CH:4][CH:3]=1.IC.[H-].[Na+].[C:20]([O-])(O)=O.[Na+]. Product: [Br:1][C:2]1[N:7]=[CH:6][C:5]([N:8]2[CH2:12][C:11]([CH3:13])([CH3:14])[N:10]([CH3:20])[C:9]2=[O:15])=[CH:4][CH:3]=1. (2) Reactant: C(=O)([O-])[O-].[K+].[K+].Br[CH:8]1[CH2:12][CH2:11][CH2:10][CH2:9]1.[Br:13][C:14]1[CH:19]=[CH:18][C:17]([OH:20])=[C:16]([Cl:21])[CH:15]=1.O. Product: [Br:13][C:14]1[CH:19]=[CH:18][C:17]([O:20][CH:8]2[CH2:12][CH2:11][CH2:10][CH2:9]2)=[C:16]([Cl:21])[CH:15]=1. The catalyst class is: 9. (3) Reactant: C1C=CC(P(C2C=CC=CC=2)C2C=CC=CC=2)=CC=1.[C:20]1(=[O:30])[NH:24][C:23](=[O:25])[C:22]2=[CH:26][CH:27]=[CH:28][CH:29]=[C:21]12.[C:31]([NH:39][C:40]1[C:41]2[N:42]=[CH:43][N:44]([C:53]=2[N:54]=[CH:55][N:56]=1)[C@@H:45]1[O:52][C@H:49]([CH2:50]O)[C@@H:47]([OH:48])[CH2:46]1)(=[O:38])[C:32]1[CH:37]=[CH:36][CH:35]=[CH:34][CH:33]=1.N(C(OC(C)C)=O)=NC(OC(C)C)=O. The catalyst class is: 266. Product: [C:20]1(=[O:30])[N:24]([CH2:50][C@H:49]2[O:52][C@@H:45]([N:44]3[C:53]4[N:54]=[CH:55][N:56]=[C:40]([NH:39][C:31](=[O:38])[C:32]5[CH:37]=[CH:36][CH:35]=[CH:34][CH:33]=5)[C:41]=4[N:42]=[CH:43]3)[CH2:46][C@@H:47]2[OH:48])[C:23](=[O:25])[C:22]2=[CH:26][CH:27]=[CH:28][CH:29]=[C:21]12. (4) Product: [NH2:1][C:2]1[N:3]=[CH:4][C:5]([CH2:8][CH:9]([OH:11])[CH3:10])=[N:6][C:7]=1[Br:19]. The catalyst class is: 2. Reactant: [NH2:1][C:2]1[N:3]=[CH:4][C:5]([CH2:8][CH:9]([OH:11])[CH3:10])=[N:6][CH:7]=1.C1C(=O)N([Br:19])C(=O)C1. (5) Reactant: [C:1](Cl)(=[O:3])[CH3:2].[C:5]([O:9][C:10]([N:12]1[C@@H:17]([CH:18]([OH:36])[CH:19]([NH2:35])[CH2:20][C:21]2[CH:26]=[CH:25][CH:24]=[C:23]([O:27][CH2:28][C:29]3[CH:34]=[CH:33][CH:32]=[CH:31][CH:30]=3)[CH:22]=2)[CH2:16][O:15][C@@H:14]([O:37][CH2:38][C:39]2([CH3:44])[CH2:43][CH2:42][CH2:41][CH2:40]2)[CH2:13]1)=[O:11])([CH3:8])([CH3:7])[CH3:6].C(N(CC)C(C)C)(C)C. Product: [C:5]([O:9][C:10]([N:12]1[C@@H:17]([C@@H:18]([OH:36])[C@@H:19]([NH:35][C:1](=[O:3])[CH3:2])[CH2:20][C:21]2[CH:26]=[CH:25][CH:24]=[C:23]([O:27][CH2:28][C:29]3[CH:34]=[CH:33][CH:32]=[CH:31][CH:30]=3)[CH:22]=2)[CH2:16][O:15][C@@H:14]([O:37][CH2:38][C:39]2([CH3:44])[CH2:40][CH2:41][CH2:42][CH2:43]2)[CH2:13]1)=[O:11])([CH3:8])([CH3:6])[CH3:7]. The catalyst class is: 96. (6) Reactant: [CH2:1]([C:4]1[N:8]([CH2:9][C:10]2[CH:28]=[CH:27][C:13]3/[C:14](=C/C(O)=O)/[C:15]4[CH:22]=[CH:21][CH:20]=[CH:19][C:16]=4[CH2:17][CH2:18][C:12]=3[CH:11]=2)[C:7]2[CH:29]=[CH:30][CH:31]=[CH:32][C:6]=2[N:5]=1)[CH2:2][CH3:3].CN1CC[O:37][CH2:36][CH2:35]1.C(Cl)(=O)OCC(C)C.[BH4-].[Na+]. Product: [CH2:1]([C:4]1[N:8]([CH2:9][C:10]2[CH:28]=[CH:27][C:13]3/[C:14](=[C:36](/[OH:37])\[CH3:35])/[C:15]4[CH:22]=[CH:21][CH:20]=[CH:19][C:16]=4[CH2:17][CH2:18][C:12]=3[CH:11]=2)[C:7]2[CH:29]=[CH:30][CH:31]=[CH:32][C:6]=2[N:5]=1)[CH2:2][CH3:3]. The catalyst class is: 149. (7) Reactant: [Li]C(C)(C)C.I/[CH:7]=[CH:8]/[CH:9]1[CH2:14][CH2:13][CH2:12][CH2:11][CH2:10]1.C(O[B:19]1[O:23][C:22]([CH3:25])([CH3:24])[C:21]([CH3:27])([CH3:26])[O:20]1)(C)C. Product: [CH:9]1(/[CH:8]=[CH:7]/[B:19]2[O:23][C:22]([CH3:25])([CH3:24])[C:21]([CH3:27])([CH3:26])[O:20]2)[CH2:14][CH2:13][CH2:12][CH2:11][CH2:10]1. The catalyst class is: 1. (8) Reactant: C(NCC)C.[CH2:6]([O:13][NH:14][C@H:15]1[CH2:20][N:19](C(OCC2C3C=CC=CC=3C3C2=CC=CC=3)=O)[CH:18]([C:38](=[O:40])[NH2:39])[C:17]([CH2:41][O:42][Si:43]([C:46]([CH3:49])([CH3:48])[CH3:47])([CH3:45])[CH3:44])=[CH:16]1)[C:7]1[CH:12]=[CH:11][CH:10]=[CH:9][CH:8]=1. Product: [CH2:6]([O:13][NH:14][C@H:15]1[CH2:20][NH:19][CH:18]([C:38]([NH2:39])=[O:40])[C:17]([CH2:41][O:42][Si:43]([C:46]([CH3:49])([CH3:48])[CH3:47])([CH3:44])[CH3:45])=[CH:16]1)[C:7]1[CH:12]=[CH:11][CH:10]=[CH:9][CH:8]=1. The catalyst class is: 2. (9) Reactant: [C:1]([Si:5]([CH3:46])([CH3:45])[O:6][C:7]1[CH:8]=[C:9]([CH2:13][C@H:14]([NH:26][C:27](=[O:44])[C@@H:28]([NH:32][C:33](=[O:43])[C@H:34]([CH3:42])[C@H:35]([O:40][CH3:41])[CH2:36][CH2:37][CH:38]=[CH2:39])[CH:29]([CH3:31])[CH3:30])[C:15]([N:17]2[CH2:22][CH2:21][CH2:20][C@@H:19]([C:23](O)=[O:24])[NH:18]2)=[O:16])[CH:10]=[CH:11][CH:12]=1)([CH3:4])([CH3:3])[CH3:2].Cl.[CH:48]([C:50]1[CH:51]=[C:52]([C@H:56]([NH2:58])[CH3:57])[CH:53]=[CH:54][CH:55]=1)=[CH2:49].C(N(CC)C(C)C)(C)C.C[NH3+].F[P-](F)(F)(F)(F)F.N1(OC(N(C)C)=[N+](C)C)C2N=CC=CC=2N=N1.F[P-](F)(F)(F)(F)F. Product: [CH:48]([C:50]1[CH:51]=[C:52]([C@H:56]([NH:58][C:23]([C@@H:19]2[CH2:20][CH2:21][CH2:22][N:17]([C:15](=[O:16])[C@@H:14]([NH:26][C:27](=[O:44])[C@@H:28]([NH:32][C:33](=[O:43])[C@H:34]([CH3:42])[C@H:35]([O:40][CH3:41])[CH2:36][CH2:37][CH:38]=[CH2:39])[CH:29]([CH3:30])[CH3:31])[CH2:13][C:9]3[CH:10]=[CH:11][CH:12]=[C:7]([O:6][Si:5]([C:1]([CH3:4])([CH3:2])[CH3:3])([CH3:45])[CH3:46])[CH:8]=3)[NH:18]2)=[O:24])[CH3:57])[CH:53]=[CH:54][CH:55]=1)=[CH2:49]. The catalyst class is: 744.